Task: Predict the reaction yield, written as a fraction of the theoretical maximum amount of product (1.0 means a 100% yield; for example, 0.34 means a 34% yield).. Dataset: Reaction yield outcomes from USPTO patents with 853,638 reactions The reactants are [F:1][C:2]([F:18])([F:17])[C:3]([N:5]1[CH2:10][CH2:9][N:8]([C:11]2[CH:16]=[CH:15][CH:14]=[CH:13][CH:12]=2)[CH2:7][CH2:6]1)=[O:4].[Cl:19][S:20](O)(=[O:22])=[O:21]. No catalyst specified. The product is [F:18][C:2]([F:1])([F:17])[C:3]([N:5]1[CH2:6][CH2:7][N:8]([C:11]2[CH:16]=[CH:15][C:14]([S:20]([Cl:19])(=[O:22])=[O:21])=[CH:13][CH:12]=2)[CH2:9][CH2:10]1)=[O:4]. The yield is 0.720.